From a dataset of Acute oral toxicity (LD50) regression data from Zhu et al.. Regression/Classification. Given a drug SMILES string, predict its toxicity properties. Task type varies by dataset: regression for continuous values (e.g., LD50, hERG inhibition percentage) or binary classification for toxic/non-toxic outcomes (e.g., AMES mutagenicity, cardiotoxicity, hepatotoxicity). Dataset: ld50_zhu. (1) The compound is CCN(CC)CCOc1ccnc(N)n1. The rat oral LD50 is 2.02, given as -log10 of the dose in mol/kg body weight (higher means more acutely toxic). (2) The drug is CCC(C)c1ccc(Cl)c(OC(=O)NC)c1. The rat oral LD50 is 3.68, given as -log10 of the dose in mol/kg body weight (higher means more acutely toxic). (3) The rat oral LD50 is 2.77, given as -log10 of the dose in mol/kg body weight (higher means more acutely toxic). The compound is CCCCCNCCCCC. (4) The molecule is Clc1ccc2ocnc2c1. The rat oral LD50 is 2.37, given as -log10 of the dose in mol/kg body weight (higher means more acutely toxic).